Dataset: Reaction yield outcomes from USPTO patents with 853,638 reactions. Task: Predict the reaction yield, written as a fraction of the theoretical maximum amount of product (1.0 means a 100% yield; for example, 0.34 means a 34% yield). (1) The reactants are [F:1][C:2]1[N:3]([S:18]([C:21]2[CH:26]=[CH:25][CH:24]=[CH:23][CH:22]=2)(=[O:20])=[O:19])[C:4]([C:12]2[CH:17]=[CH:16][CH:15]=[CH:14][CH:13]=2)=[CH:5][C:6]=1[C:7](OCC)=[O:8].[H-].C([Al+]CC(C)C)C(C)C.Cl. The catalyst is O1CCCC1.C1(C)C=CC=CC=1. The product is [F:1][C:2]1[N:3]([S:18]([C:21]2[CH:26]=[CH:25][CH:24]=[CH:23][CH:22]=2)(=[O:20])=[O:19])[C:4]([C:12]2[CH:13]=[CH:14][CH:15]=[CH:16][CH:17]=2)=[CH:5][C:6]=1[CH2:7][OH:8]. The yield is 0.950. (2) The reactants are [F:1][C:2]1[CH:7]=[CH:6][CH:5]=[CH:4][C:3]=1[SH:8].[CH2:9]([O:11][CH:12]([O:15][CH2:16][CH3:17])[CH2:13]Br)[CH3:10].C([O-])([O-])=O.[Cs+].[Cs+]. The catalyst is CN(C=O)C. The product is [CH2:9]([O:11][CH:12]([O:15][CH2:16][CH3:17])[CH2:13][S:8][C:3]1[CH:4]=[CH:5][CH:6]=[CH:7][C:2]=1[F:1])[CH3:10]. The yield is 0.950. (3) The reactants are [CH2:1]([O:3][C:4](=[O:35])[CH2:5][N:6]1[C:14]2[CH2:13][CH2:12][CH2:11][CH:10]([NH:15][S:16]([C:19]3[CH:24]=[C:23]([C:25]#[C:26][Si](C)(C)C)[CH:22]=[C:21]([C:31]([F:34])([F:33])[F:32])[CH:20]=3)(=[O:18])=[O:17])[C:9]=2[CH:8]=[N:7]1)[CH3:2].[F-].[K+]. The catalyst is CN(C)C=O.O. The product is [CH2:1]([O:3][C:4](=[O:35])[CH2:5][N:6]1[C:14]2[CH2:13][CH2:12][CH2:11][CH:10]([NH:15][S:16]([C:19]3[CH:20]=[C:21]([C:31]([F:33])([F:34])[F:32])[CH:22]=[C:23]([C:25]#[CH:26])[CH:24]=3)(=[O:18])=[O:17])[C:9]=2[CH:8]=[N:7]1)[CH3:2]. The yield is 0.982. (4) The reactants are [Br:1][C:2]1[C:11]2[C:6](=[CH:7][CH:8]=[CH:9][CH:10]=2)[C:5]([C:12]2[NH:16][C:15]([CH:17]3[CH2:21][CH2:20][CH2:19][NH:18]3)=[N:14][CH:13]=2)=[CH:4][CH:3]=1.[CH3:22][O:23][C:24]([NH:26][CH:27]([CH:31]([CH3:33])[CH3:32])[C:28](O)=[O:29])=[O:25].CN(C(ON1N=NC2C=CC=NC1=2)=[N+](C)C)C.F[P-](F)(F)(F)(F)F.CN1CCOCC1. The catalyst is CN(C=O)C. The product is [CH3:22][O:23][C:24](=[O:25])[NH:26][CH:27]([C:28]([N:18]1[CH2:19][CH2:20][CH2:21][CH:17]1[C:15]1[NH:16][C:12]([C:5]2[C:6]3[C:11](=[CH:10][CH:9]=[CH:8][CH:7]=3)[C:2]([Br:1])=[CH:3][CH:4]=2)=[CH:13][N:14]=1)=[O:29])[CH:31]([CH3:33])[CH3:32]. The yield is 0.720.